Predict the reactants needed to synthesize the given product. From a dataset of Full USPTO retrosynthesis dataset with 1.9M reactions from patents (1976-2016). (1) Given the product [Cl:1][C:2]1[CH:38]=[CH:37][C:5]2[N:6]([C:14]3[C:15]([CH3:36])=[C:16]([CH:33]=[CH:34][CH:35]=3)[CH2:17][NH:18][C:19]3[CH:32]=[CH:31][C:22]4[C@H:23]([CH2:26][C:27]([OH:29])=[O:28])[CH2:24][O:25][C:21]=4[CH:20]=3)[C:7]([C@H:9]3[CH2:13][CH2:12][CH2:11][O:10]3)=[N:8][C:4]=2[CH:3]=1, predict the reactants needed to synthesize it. The reactants are: [Cl:1][C:2]1[CH:38]=[CH:37][C:5]2[N:6]([C:14]3[C:15]([CH3:36])=[C:16]([CH:33]=[CH:34][CH:35]=3)[CH2:17][NH:18][C:19]3[CH:32]=[CH:31][C:22]4[C@H:23]([CH2:26][C:27]([O:29]C)=[O:28])[CH2:24][O:25][C:21]=4[CH:20]=3)[C:7]([C@H:9]3[CH2:13][CH2:12][CH2:11][O:10]3)=[N:8][C:4]=2[CH:3]=1.[OH-].[Na+]. (2) Given the product [C:59]([NH:46][C:41]1[CH:42]=[CH:43][CH:44]=[CH:45][C:40]=1[NH:39][C:35]1[N:34]=[C:33]([C:31]2[NH:32][C:11]3[C:10]4([CH2:47][CH2:48][CH2:49][N:8]([C:6]([O:5][C:1]([CH3:4])([CH3:2])[CH3:3])=[O:7])[CH2:9]4)[CH2:15][N:14]([CH2:16][C:17]4[C:18]([O:27][CH3:28])=[CH:19][C:20]([O:25][CH3:26])=[CH:21][C:22]=4[O:23][CH3:24])[C:13](=[O:29])[C:12]=3[CH:30]=2)[CH:38]=[CH:37][N:36]=1)(=[O:62])[CH:60]=[CH2:61], predict the reactants needed to synthesize it. The reactants are: [C:1]([O:5][C:6]([N:8]1[CH2:49][CH2:48][CH2:47][C:10]2([CH2:15][N:14]([CH2:16][C:17]3[C:22]([O:23][CH3:24])=[CH:21][C:20]([O:25][CH3:26])=[CH:19][C:18]=3[O:27][CH3:28])[C:13](=[O:29])[C:12]3[CH:30]=[C:31]([C:33]4[CH:38]=[CH:37][N:36]=[C:35]([NH:39][C:40]5[CH:45]=[CH:44][CH:43]=[CH:42][C:41]=5[NH2:46])[N:34]=4)[NH:32][C:11]2=3)[CH2:9]1)=[O:7])([CH3:4])([CH3:3])[CH3:2].CCN(C(C)C)C(C)C.[C:59](Cl)(=[O:62])[CH:60]=[CH2:61]. (3) The reactants are: [OH:1][CH2:2][CH2:3][N:4]([CH:22]([CH3:24])[CH3:23])[C:5]([C:7]1[S:8][C:9]2[CH2:10][CH2:11][O:12][C:13]3[CH:20]=[CH:19][C:18](Br)=[CH:17][C:14]=3[C:15]=2[N:16]=1)=[O:6].[CH3:25][N:26]([C:34]1[CH:39]=[CH:38][C:37](B2OC(C)(C)C(C)(C)O2)=[CH:36][N:35]=1)C(=O)OC(C)(C)C. Given the product [OH:1][CH2:2][CH2:3][N:4]([CH:22]([CH3:24])[CH3:23])[C:5]([C:7]1[S:8][C:9]2[CH2:10][CH2:11][O:12][C:13]3[CH:20]=[CH:19][C:18]([C:37]4[CH:36]=[N:35][C:34]([NH:26][CH3:25])=[CH:39][CH:38]=4)=[CH:17][C:14]=3[C:15]=2[N:16]=1)=[O:6], predict the reactants needed to synthesize it. (4) Given the product [Br:1][C:2]1[C:3]([N:10]2[CH2:15][CH2:14][O:13][CH2:12][CH2:11]2)=[CH:4][C:5]([CH3:9])=[C:6]([NH:7][C:21](=[O:22])[O:20][C:16]([CH3:19])([CH3:18])[CH3:17])[CH:8]=1, predict the reactants needed to synthesize it. The reactants are: [Br:1][C:2]1[C:3]([N:10]2[CH2:15][CH2:14][O:13][CH2:12][CH2:11]2)=[CH:4][C:5]([CH3:9])=[C:6]([CH:8]=1)[NH2:7].[C:16]([O:20][C:21](O[C:21]([O:20][C:16]([CH3:19])([CH3:18])[CH3:17])=[O:22])=[O:22])([CH3:19])([CH3:18])[CH3:17].